This data is from Forward reaction prediction with 1.9M reactions from USPTO patents (1976-2016). The task is: Predict the product of the given reaction. (1) The product is: [NH2:1][CH2:4][CH:5]([C:7]1[CH:12]=[CH:11][C:10]([F:13])=[C:9]([F:14])[CH:8]=1)[OH:6]. Given the reactants [N:1]([CH2:4][CH:5]([C:7]1[CH:12]=[CH:11][C:10]([F:13])=[C:9]([F:14])[CH:8]=1)[OH:6])=[N+]=[N-], predict the reaction product. (2) Given the reactants [N+](=[C:3]([C:8]1[CH:13]=[CH:12][CH:11]=[CH:10][CH:9]=1)[C:4]([O:6][CH3:7])=[O:5])=[N-].[CH:14](/[C:18]1[CH:23]=[CH:22][CH:21]=[CH:20][CH:19]=1)=[CH:15]\[CH:16]=[CH2:17].C(Cl)(Cl)Cl.CO, predict the reaction product. The product is: [C:8]1([C@@:3]2([C:4]([O:6][CH3:7])=[O:5])[CH2:17][C@H:16]2/[CH:15]=[CH:14]/[C:18]2[CH:23]=[CH:22][CH:21]=[CH:20][CH:19]=2)[CH:13]=[CH:12][CH:11]=[CH:10][CH:9]=1. (3) Given the reactants [CH2:1]([N:5]1[C:9]2[C:10](=[O:29])[N:11]([CH2:18][C:19]3[CH:28]=[CH:27][C:26]4[C:21](=[CH:22][CH:23]=[CH:24][CH:25]=4)[N:20]=3)[N:12]([CH2:15][C:16]#[N:17])[C:13](=[O:14])[C:8]=2[N:7]=[C:6]1Cl)[C:2]#[C:3][CH3:4].C(=O)([O-])[O-].[K+].[K+].[C:37]([O:41][C:42]([NH:44][C@@H:45]1[CH2:50][CH2:49][CH2:48][NH:47][CH2:46]1)=[O:43])([CH3:40])([CH3:39])[CH3:38].O, predict the reaction product. The product is: [CH2:1]([N:5]1[C:9]2[C:10](=[O:29])[N:11]([CH2:18][C:19]3[CH:28]=[CH:27][C:26]4[C:21](=[CH:22][CH:23]=[CH:24][CH:25]=4)[N:20]=3)[N:12]([CH2:15][C:16]#[N:17])[C:13](=[O:14])[C:8]=2[N:7]=[C:6]1[N:47]1[CH2:48][CH2:49][CH2:50][C@@H:45]([NH:44][C:42]([O:41][C:37]([CH3:40])([CH3:39])[CH3:38])=[O:43])[CH2:46]1)[C:2]#[C:3][CH3:4]. (4) Given the reactants [Br:1][C:2]1[N:3]([CH2:17][O:18][CH2:19][CH2:20][Si:21]([CH3:24])([CH3:23])[CH3:22])[N:4]=[C:5]2[C:10]=1[CH:9]=[C:8]([C:11]([F:14])([F:13])[F:12])[CH:7]=[C:6]2[CH:15]=[O:16].BrC1N(COCC[Si](C)(C)C)N=C2C=1C=C(C(F)(F)F)C=C2CO.[BH4-].[Na+], predict the reaction product. The product is: [Br:1][C:2]1[N:3]([CH2:17][O:18][CH2:19][CH2:20][Si:21]([CH3:24])([CH3:23])[CH3:22])[N:4]=[C:5]2[C:10]=1[CH:9]=[C:8]([C:11]([F:14])([F:13])[F:12])[CH:7]=[C:6]2[CH:15]=[O:16]. (5) Given the reactants [N:1]([CH2:4][CH2:5][C:6]#[C:7][CH2:8][O:9][C:10]1[CH:15]=[CH:14][C:13]([S:16]([N:19]2[CH2:24][CH2:23][S:22][C:21]([CH3:26])([CH3:25])[CH:20]2[C:27]([O:29][CH3:30])=[O:28])(=[O:18])=[O:17])=[CH:12][CH:11]=1)=[N+]=[N-].C(P(CCCC)CCCC)CCC.C(#N)C.C(=O)=O.[C:50]([O:54][C:55](O[C:55]([O:54][C:50]([CH3:53])([CH3:52])[CH3:51])=[O:56])=[O:56])([CH3:53])([CH3:52])[CH3:51].C([O-])(O)=O.[Na+], predict the reaction product. The product is: [CH3:30][O:29][C:27]([CH:20]1[C:21]([CH3:26])([CH3:25])[S:22][CH2:23][CH2:24][N:19]1[S:16]([C:13]1[CH:14]=[CH:15][C:10]([O:9][CH2:8][C:7]#[C:6][CH2:5][CH2:4][NH:1][C:55]([O:54][C:50]([CH3:53])([CH3:52])[CH3:51])=[O:56])=[CH:11][CH:12]=1)(=[O:18])=[O:17])=[O:28].